Dataset: Peptide-MHC class II binding affinity with 134,281 pairs from IEDB. Task: Regression. Given a peptide amino acid sequence and an MHC pseudo amino acid sequence, predict their binding affinity value. This is MHC class II binding data. (1) The peptide sequence is ELRKTYNLLDAVSRH. The MHC is DRB4_0101 with pseudo-sequence DRB4_0103. The binding affinity (normalized) is 0.136. (2) The peptide sequence is SSSSSLLAMAVLAAL. The MHC is DRB1_0401 with pseudo-sequence DRB1_0401. The binding affinity (normalized) is 0.390. (3) The peptide sequence is AAGDFWGGAGSAACQ. The MHC is HLA-DQA10301-DQB10302 with pseudo-sequence HLA-DQA10301-DQB10302. The binding affinity (normalized) is 0.300. (4) The peptide sequence is QAGGKLCPNNLCCSQ. The MHC is DRB1_1201 with pseudo-sequence DRB1_1201. The binding affinity (normalized) is 0.173.